Dataset: Catalyst prediction with 721,799 reactions and 888 catalyst types from USPTO. Task: Predict which catalyst facilitates the given reaction. (1) Reactant: Br.Cl[C:3]1[C:4]([CH3:14])=[C:5]([CH3:13])[C:6]2[N:7]([C:9]([NH2:12])=[N:10][N:11]=2)[N:8]=1.[O-:15][CH2:16][CH3:17].[Na+]. The catalyst class is: 8. Product: [CH2:16]([O:15][C:3]1[C:4]([CH3:14])=[C:5]([CH3:13])[C:6]2[N:7]([C:9]([NH2:12])=[N:10][N:11]=2)[N:8]=1)[CH3:17]. (2) The catalyst class is: 30. Reactant: [CH3:1][C:2]1[CH:7]=[C:6]([C:8]2[CH:13]=[CH:12][C:11]([C:14]([F:17])([F:16])[F:15])=[CH:10][CH:9]=2)[C:5]([C:18](Cl)=[O:19])=[CH:4][CH:3]=1.[NH2:21][C:22]1[CH:27]=[CH:26][C:25]([C:28](=[O:30])[CH3:29])=[CH:24][CH:23]=1.C(N(CC)CC)C.C(OCC)(=O)C. Product: [C:28]([C:25]1[CH:26]=[CH:27][C:22]([NH:21][C:18]([C:5]2[C:6]([C:8]3[CH:13]=[CH:12][C:11]([C:14]([F:17])([F:16])[F:15])=[CH:10][CH:9]=3)=[CH:7][C:2]([CH3:1])=[CH:3][CH:4]=2)=[O:19])=[CH:23][CH:24]=1)(=[O:30])[CH3:29]. (3) Reactant: C([NH:5][S:6]([C:9]1[CH:14]=[CH:13][C:12]([NH:15][C:16]([C:18]2[N:19](COCC[Si](C)(C)C)[CH:20]=[C:21]([C:23]#[N:24])[N:22]=2)=[O:17])=[C:11]([C:33]2[CH2:38][CH2:37][C:36]([CH3:40])([CH3:39])[CH2:35][CH:34]=2)[CH:10]=1)(=[O:8])=[O:7])(C)(C)C.CCO.C1(OC)C=CC=CC=1.C(O)(C(F)(F)F)=O. Product: [CH3:39][C:36]1([CH3:40])[CH2:37][CH2:38][C:33]([C:11]2[CH:10]=[C:9]([S:6](=[O:7])(=[O:8])[NH2:5])[CH:14]=[CH:13][C:12]=2[NH:15][C:16]([C:18]2[NH:19][CH:20]=[C:21]([C:23]#[N:24])[N:22]=2)=[O:17])=[CH:34][CH2:35]1. The catalyst class is: 2. (4) Reactant: [Cl:1][C:2]1[N:7]=[C:6](Cl)[CH:5]=[CH:4][N:3]=1.[CH:9]([B-](F)(F)F)=[CH2:10].[K+].C(N(CC)CC)C. Product: [Cl:1][C:2]1[N:7]=[C:6]([CH:9]=[CH2:10])[CH:5]=[CH:4][N:3]=1. The catalyst class is: 259. (5) Reactant: Cl[C:2]1[CH:3]=[C:4]([C:27]2[N:32]=[C:31]([C:33]3[CH:38]=[CH:37][CH:36]=[CH:35][CH:34]=3)[N:30]=[C:29]([C:39]3[CH:44]=[CH:43][CH:42]=[CH:41][CH:40]=3)[N:28]=2)[CH:5]=[C:6]([C:8]2[C:20]3[CH:21]=[CH:22][CH:23]=[CH:24][C:19]=3[C:18]3[C:17]4[CH:16]=[CH:15][CH:14]=[CH:13][C:12]=4[C:11]([CH3:26])([CH3:25])[C:10]=3[CH:9]=2)[CH:7]=1.CC1(C)C(C)(C)OB([B:53]2[O:57][C:56]([CH3:59])([CH3:58])[C:55]([CH3:61])([CH3:60])[O:54]2)O1.C1(P(C2CCCCC2)C2C=CC=CC=2C2C(C(C)C)=CC(C(C)C)=CC=2C(C)C)CCCCC1.C([O-])(=O)C.[K+]. Product: [CH3:25][C:11]1([CH3:26])[C:10]2[CH:9]=[C:8]([C:6]3[CH:5]=[C:4]([C:27]4[N:32]=[C:31]([C:33]5[CH:38]=[CH:37][CH:36]=[CH:35][CH:34]=5)[N:30]=[C:29]([C:39]5[CH:40]=[CH:41][CH:42]=[CH:43][CH:44]=5)[N:28]=4)[CH:3]=[C:2]([B:53]4[O:54][C:55]([CH3:60])([CH3:61])[C:56]([CH3:58])([CH3:59])[O:57]4)[CH:7]=3)[C:20]3[CH:21]=[CH:22][CH:23]=[CH:24][C:19]=3[C:18]=2[C:17]2[CH:16]=[CH:15][CH:14]=[CH:13][C:12]1=2. The catalyst class is: 160.